This data is from Catalyst prediction with 721,799 reactions and 888 catalyst types from USPTO. The task is: Predict which catalyst facilitates the given reaction. (1) Reactant: [Cl:1][C:2]1[CH:7]=[CH:6][C:5]([S:8][CH2:9][CH:10](OC)OC)=[CH:4][CH:3]=1.C([O-])([O-])=O.[Na+].[Na+]. Product: [Cl:1][C:2]1[CH:7]=[CH:6][C:5]2[S:8][CH:9]=[CH:10][C:4]=2[CH:3]=1. The catalyst class is: 159. (2) Reactant: [CH2:1](Br)[C:2]1[CH:7]=[CH:6][CH:5]=[CH:4][CH:3]=1.[Br:9][C:10]1[N:19]=[C:18]([C:20]([O:22][CH3:23])=[O:21])[C:17]([OH:24])=[C:16]2[C:11]=1[CH:12]=[CH:13][CH:14]=[N:15]2.C(=O)([O-])[O-].[Cs+].[Cs+].O. Product: [CH2:1]([O:24][C:17]1[C:18]([C:20]([O:22][CH3:23])=[O:21])=[N:19][C:10]([Br:9])=[C:11]2[C:16]=1[N:15]=[CH:14][CH:13]=[CH:12]2)[C:2]1[CH:7]=[CH:6][CH:5]=[CH:4][CH:3]=1. The catalyst class is: 39. (3) Reactant: [Br:1][C:2]1[CH:11]=[CH:10][C:5]([C:6]([O:8]C)=O)=[C:4]([CH2:12]Br)[CH:3]=1.C(N(CC)CC)C.[NH2:21][C:22]([CH3:31])([CH3:30])[C:23]([O:25][C:26]([CH3:29])([CH3:28])[CH3:27])=[O:24]. Product: [Br:1][C:2]1[CH:3]=[C:4]2[C:5](=[CH:10][CH:11]=1)[C:6](=[O:8])[N:21]([C:22]([CH3:31])([CH3:30])[C:23]([O:25][C:26]([CH3:29])([CH3:28])[CH3:27])=[O:24])[CH2:12]2. The catalyst class is: 218. (4) Product: [CH3:12][O:11][C:4]1[N:3]=[C:2]([NH:14][CH3:13])[C:7]([N+:8]([O-:10])=[O:9])=[CH:6][CH:5]=1. Reactant: Cl[C:2]1[C:7]([N+:8]([O-:10])=[O:9])=[CH:6][CH:5]=[C:4]([O:11][CH3:12])[N:3]=1.[CH3:13][NH2:14]. The catalyst class is: 1. (5) Reactant: [CH3:1][C:2]1[N:3]=[CH:4]O[C:6]=1[CH3:7].[C:8]([O:12][CH2:13][CH3:14])(=[O:11])[CH:9]=[CH2:10].C1(C=CC(O)=CC=1)O. Product: [CH2:13]([O:12][C:8](=[O:11])[C:9]1[CH:10]=[CH:4][N:3]=[C:2]([CH3:1])[C:6]=1[CH3:7])[CH3:14]. The catalyst class is: 48. (6) Reactant: [CH2:1]([N:4]([CH2:21][CH2:22][CH3:23])[C:5]([C:7]1[CH:8]=[C:9]([CH:13]=[C:14]([C:16]2[O:17][CH:18]=[CH:19][N:20]=2)[CH:15]=1)[C:10]([OH:12])=O)=[O:6])[CH2:2][CH3:3].Cl.Cl.[NH2:26][C@@H:27]([CH2:41][C:42]1[CH:47]=[C:46]([F:48])[CH:45]=[C:44]([F:49])[CH:43]=1)[C@H:28]([OH:40])[CH2:29][NH:30][CH2:31][C:32]1[CH:37]=[CH:36][CH:35]=[C:34]([CH2:38][CH3:39])[CH:33]=1.C1C=CC2N(O)N=NC=2C=1.CN1CCOCC1.C(Cl)CCl. Product: [F:48][C:46]1[CH:47]=[C:42]([CH:43]=[C:44]([F:49])[CH:45]=1)[CH2:41][C@H:27]([NH:26][C:10](=[O:12])[C:9]1[CH:13]=[C:14]([C:16]2[O:17][CH:18]=[CH:19][N:20]=2)[CH:15]=[C:7]([C:5]([N:4]([CH2:21][CH2:22][CH3:23])[CH2:1][CH2:2][CH3:3])=[O:6])[CH:8]=1)[C@H:28]([OH:40])[CH2:29][NH:30][CH2:31][C:32]1[CH:37]=[CH:36][CH:35]=[C:34]([CH2:38][CH3:39])[CH:33]=1. The catalyst class is: 35. (7) Product: [CH3:1][O:2][C:3]([C:5]1[C:13]2[C:8](=[CH:9][CH:10]=[CH:11][CH:12]=2)[N:7]([C:15]2[C:24]3[C:19](=[CH:20][CH:21]=[CH:22][CH:23]=3)[N:18]=[C:17]([CH3:25])[CH:16]=2)[CH:6]=1)=[O:4]. The catalyst class is: 18. Reactant: [CH3:1][O:2][C:3]([C:5]1[C:13]2[C:8](=[CH:9][CH:10]=[CH:11][CH:12]=2)[NH:7][CH:6]=1)=[O:4].Cl[C:15]1[C:24]2[C:19](=[CH:20][CH:21]=[CH:22][CH:23]=2)[N:18]=[C:17]([CH3:25])[CH:16]=1.C([O-])([O-])=O.[Cs+].[Cs+]. (8) Reactant: [Cl:1][C:2]1[CH:16]=[CH:15][C:5]([CH2:6][CH:7]2[CH2:10][N:9]([CH2:11][CH2:12][CH2:13][NH2:14])[CH2:8]2)=[CH:4][CH:3]=1.C1([O:23][C:24](=O)[NH:25][C:26]2[S:27][C:28]([CH2:31][CH3:32])=[N:29][N:30]=2)C=CC=CC=1. The catalyst class is: 16. Product: [Cl:1][C:2]1[CH:3]=[CH:4][C:5]([CH2:6][CH:7]2[CH2:10][N:9]([CH2:11][CH2:12][CH2:13][NH:14][C:24]([NH:25][C:26]3[S:27][C:28]([CH2:31][CH3:32])=[N:29][N:30]=3)=[O:23])[CH2:8]2)=[CH:15][CH:16]=1. (9) Reactant: [I:1][CH2:2][CH:3]1[CH2:8][CH2:7][O:6][CH2:5][CH2:4]1.[C:9]1([P:15]([C:22]2[CH:27]=[CH:26][CH:25]=[CH:24][CH:23]=2)[C:16]2[CH:21]=[CH:20][CH:19]=[CH:18][CH:17]=2)[CH:14]=[CH:13][CH:12]=[CH:11][CH:10]=1. Product: [I-:1].[C:22]1([P+:15]([C:9]2[CH:10]=[CH:11][CH:12]=[CH:13][CH:14]=2)([C:16]2[CH:21]=[CH:20][CH:19]=[CH:18][CH:17]=2)[CH2:2][CH:3]2[CH2:8][CH2:7][O:6][CH2:5][CH2:4]2)[CH:23]=[CH:24][CH:25]=[CH:26][CH:27]=1. The catalyst class is: 10.